Dataset: Catalyst prediction with 721,799 reactions and 888 catalyst types from USPTO. Task: Predict which catalyst facilitates the given reaction. (1) Reactant: [C:1]1([C:26]2[CH:31]=[CH:30][CH:29]=[CH:28][CH:27]=2)[CH:6]=[CH:5][C:4]([O:7][CH2:8][CH2:9][CH2:10][C:11]2[CH:25]=[CH:24][C:14]([O:15][C:16]([CH3:23])([CH3:22])[C:17]([O:19]CC)=[O:18])=[CH:13][CH:12]=2)=[CH:3][CH:2]=1.[Li+].[OH-].C1COCC1. Product: [C:1]1([C:26]2[CH:27]=[CH:28][CH:29]=[CH:30][CH:31]=2)[CH:2]=[CH:3][C:4]([O:7][CH2:8][CH2:9][CH2:10][C:11]2[CH:25]=[CH:24][C:14]([O:15][C:16]([CH3:23])([CH3:22])[C:17]([OH:19])=[O:18])=[CH:13][CH:12]=2)=[CH:5][CH:6]=1. The catalyst class is: 5. (2) Reactant: [Br:1][C:2]1[CH:3]=[N:4][N:5]([CH:7]([C:14]2[CH:19]=[CH:18][CH:17]=[CH:16][CH:15]=2)[CH2:8][CH:9](OC)[O:10]C)[CH:6]=1.Cl. Product: [Br:1][C:2]1[CH:3]=[N:4][N:5]([CH:7]([C:14]2[CH:19]=[CH:18][CH:17]=[CH:16][CH:15]=2)[CH2:8][CH:9]=[O:10])[CH:6]=1. The catalyst class is: 7. (3) Reactant: [NH2:1][C:2]1[CH:7]=[CH:6][C:5]([Br:8])=[CH:4][N:3]=1.N1C=CC=CC=1.[C:15]1([CH3:25])[CH:20]=[CH:19][C:18]([S:21](Cl)(=[O:23])=[O:22])=[CH:17][CH:16]=1. Product: [Br:8][C:5]1[CH:6]=[CH:7][C:2]([NH:1][S:21]([C:18]2[CH:19]=[CH:20][C:15]([CH3:25])=[CH:16][CH:17]=2)(=[O:23])=[O:22])=[N:3][CH:4]=1. The catalyst class is: 6. (4) Reactant: [CH3:1][O:2][C:3]1[CH:4]=[C:5]2[C:10](=[CH:11][C:12]=1[O:13][CH3:14])[N:9]=[CH:8][CH:7]=[C:6]2[O:15][C:16]1[CH:22]=[CH:21][C:19]([NH2:20])=[CH:18][CH:17]=1.[C:23]1(C)C=CC=CC=1.C(N([CH2:35][CH3:36])CC)C.ClC(Cl)(O[C:41](=[O:47])[O:42][C:43](Cl)(Cl)Cl)Cl.COC1C=[C:53]([CH:56]=[C:57]([O:59][CH3:60])C=1)[CH2:54][OH:55]. Product: [CH3:1][O:2][C:3]1[CH:4]=[C:5]2[C:10](=[CH:11][C:12]=1[O:13][CH3:14])[N:9]=[CH:8][CH:7]=[C:6]2[O:15][C:16]1[CH:22]=[CH:21][C:19]([NH:20][C:41](=[O:47])[O:42][CH2:43][C:36]2[CH:35]=[C:57]([O:59][CH3:60])[CH:56]=[CH:53][C:54]=2[O:55][CH3:23])=[CH:18][CH:17]=1. The catalyst class is: 2. (5) Reactant: [Br:1][C:2]1[CH:3]=[C:4]2[C:8](=[CH:9][CH:10]=1)[CH:7]([CH3:11])[NH:6][CH2:5]2.[C:12]([O:16][C:17](O[C:17]([O:16][C:12]([CH3:15])([CH3:14])[CH3:13])=[O:18])=[O:18])([CH3:15])([CH3:14])[CH3:13]. Product: [Br:1][C:2]1[CH:3]=[C:4]2[C:8](=[CH:9][CH:10]=1)[CH:7]([CH3:11])[N:6]([C:17]([O:16][C:12]([CH3:15])([CH3:14])[CH3:13])=[O:18])[CH2:5]2. The catalyst class is: 4.